This data is from Forward reaction prediction with 1.9M reactions from USPTO patents (1976-2016). The task is: Predict the product of the given reaction. Given the reactants [F:1][C:2]1[C:3]([O:11][CH3:12])=[C:4]([CH:7]=[C:8]([F:10])[CH:9]=1)[CH:5]=[O:6].CO, predict the reaction product. The product is: [F:1][C:2]1[C:3]([O:11][CH3:12])=[C:4]([CH2:5][OH:6])[CH:7]=[C:8]([F:10])[CH:9]=1.